Dataset: Peptide-MHC class I binding affinity with 185,985 pairs from IEDB/IMGT. Task: Regression. Given a peptide amino acid sequence and an MHC pseudo amino acid sequence, predict their binding affinity value. This is MHC class I binding data. (1) The peptide sequence is LSIIFGRSY. The MHC is HLA-B57:01 with pseudo-sequence HLA-B57:01. The binding affinity (normalized) is 0.580. (2) The peptide sequence is KLEYLAPSY. The MHC is HLA-A11:01 with pseudo-sequence HLA-A11:01. The binding affinity (normalized) is 0.0847. (3) The peptide sequence is SLPPNFSSL. The MHC is HLA-B40:01 with pseudo-sequence HLA-B40:01. The binding affinity (normalized) is 0.0847. (4) The peptide sequence is HRYLIRQSM. The MHC is HLA-B08:01 with pseudo-sequence HLA-B08:01. The binding affinity (normalized) is 0.449. (5) The peptide sequence is EPPFGDSYI. The MHC is HLA-B51:01 with pseudo-sequence HLA-B51:01. The binding affinity (normalized) is 0.459. (6) The peptide sequence is ALSELPETL. The MHC is HLA-A32:01 with pseudo-sequence HLA-A32:01. The binding affinity (normalized) is 0.738. (7) The peptide sequence is ELRRAAIDR. The MHC is HLA-A03:01 with pseudo-sequence HLA-A03:01. The binding affinity (normalized) is 0.0204. (8) The peptide sequence is RRWIQLGLQK. The MHC is HLA-B51:01 with pseudo-sequence HLA-B51:01. The binding affinity (normalized) is 0.0374. (9) The peptide sequence is NSGDKYLGPR. The MHC is HLA-A68:01 with pseudo-sequence HLA-A68:01. The binding affinity (normalized) is 0.116.